Predict which catalyst facilitates the given reaction. From a dataset of Catalyst prediction with 721,799 reactions and 888 catalyst types from USPTO. (1) Reactant: C([O:5][C:6]([C:8]1[CH:30]=[CH:29][C:11]([O:12][C:13]2[CH:22]=[C:21]3[C:16]([CH:17]([C:23]([O:25][CH3:26])=[O:24])[CH2:18][CH2:19][O:20]3)=[CH:15][C:14]=2[C:27]#[N:28])=[C:10]([CH3:31])[CH:9]=1)=[O:7])(C)(C)C.C(O)(C(F)(F)F)=O. Product: [C:27]([C:14]1[CH:15]=[C:16]2[C:21](=[CH:22][C:13]=1[O:12][C:11]1[CH:29]=[CH:30][C:8]([C:6]([OH:7])=[O:5])=[CH:9][C:10]=1[CH3:31])[O:20][CH2:19][CH2:18][CH:17]2[C:23]([O:25][CH3:26])=[O:24])#[N:28]. The catalyst class is: 4. (2) Reactant: CS(C)=O.[I-].C[S+](C)(C)=O.[CH3:11]C([O-])(C)C.[K+].[CH:17]1([C@H:21]([NH:23][C:24]2[N:32]=[C:31]([C:33]3[NH:37][C:36](=[O:38])[O:35][N:34]=3)[N:30]=[C:29]3[C:25]=2[N:26]([CH2:48][C@H:49]2[CH2:54][CH2:53][C@H:52]([CH3:55])[CH2:51][CH2:50]2)[C:27]([C:39]([C:41]2[CH:46]=[CH:45][CH:44]=[CH:43][C:42]=2[F:47])=[CH2:40])=[N:28]3)[CH3:22])[CH2:20][CH2:19][CH2:18]1. Product: [CH:17]1([C@H:21]([NH:23][C:24]2[N:32]=[C:31]([C:33]3[NH:37][C:36](=[O:38])[O:35][N:34]=3)[N:30]=[C:29]3[C:25]=2[N:26]([CH2:48][C@H:49]2[CH2:50][CH2:51][C@H:52]([CH3:55])[CH2:53][CH2:54]2)[C:27]([C:39]2([C:41]4[CH:46]=[CH:45][CH:44]=[CH:43][C:42]=4[F:47])[CH2:11][CH2:40]2)=[N:28]3)[CH3:22])[CH2:18][CH2:19][CH2:20]1. The catalyst class is: 49. (3) Reactant: C[O:2][C:3](=[O:40])[C@H:4]([NH:12][C:13](=[O:39])[C:14]1[CH:19]=[CH:18][C:17]([C:20]2[C:24]([NH:25][C:26]([O:28][C@@H:29]([C:31]3[CH:36]=[CH:35][CH:34]=[CH:33][CH:32]=3)[CH3:30])=[O:27])=[C:23]([CH3:37])[N:22]([CH3:38])[N:21]=2)=[CH:16][CH:15]=1)[CH2:5][C:6]1[CH:11]=[CH:10][CH:9]=[CH:8][CH:7]=1.[OH-].[Li+].Cl. Product: [CH3:38][N:22]1[C:23]([CH3:37])=[C:24]([NH:25][C:26]([O:28][C@@H:29]([C:31]2[CH:32]=[CH:33][CH:34]=[CH:35][CH:36]=2)[CH3:30])=[O:27])[C:20]([C:17]2[CH:16]=[CH:15][C:14]([C:13]([NH:12][C@H:4]([CH2:5][C:6]3[CH:11]=[CH:10][CH:9]=[CH:8][CH:7]=3)[C:3]([OH:40])=[O:2])=[O:39])=[CH:19][CH:18]=2)=[N:21]1. The catalyst class is: 20.